Dataset: NCI-60 drug combinations with 297,098 pairs across 59 cell lines. Task: Regression. Given two drug SMILES strings and cell line genomic features, predict the synergy score measuring deviation from expected non-interaction effect. Drug 1: CCC1=C2CN3C(=CC4=C(C3=O)COC(=O)C4(CC)O)C2=NC5=C1C=C(C=C5)O. Drug 2: CCN(CC)CCCC(C)NC1=C2C=C(C=CC2=NC3=C1C=CC(=C3)Cl)OC. Cell line: BT-549. Synergy scores: CSS=34.0, Synergy_ZIP=5.72, Synergy_Bliss=6.41, Synergy_Loewe=1.59, Synergy_HSA=8.74.